This data is from Reaction yield outcomes from USPTO patents with 853,638 reactions. The task is: Predict the reaction yield, written as a fraction of the theoretical maximum amount of product (1.0 means a 100% yield; for example, 0.34 means a 34% yield). (1) The reactants are Br[C:2]1[CH:3]=[C:4]([NH:10][C:11]2[CH:20]=[CH:19][C:18]3[CH2:17][N:16]([CH:21]4[CH2:24][O:23][CH2:22]4)[CH2:15][CH2:14][C:13]=3[N:12]=2)[C:5](=[O:9])[N:6]([CH3:8])[CH:7]=1.[C:25]([O:28][CH2:29][C:30]1[C:35]([N:36]2[CH2:47][CH2:46][N:45]3[C:38](=[CH:39][C:40]4[CH2:41][C:42]([CH3:49])([CH3:48])[CH2:43][C:44]=43)[C:37]2=[O:50])=[CH:34][C:33]([F:51])=[CH:32][C:31]=1B1OC(C)(C)C(C)(C)O1)(=[O:27])[CH3:26]. The catalyst is C([O-])([O-])=O.[Na+].[Na+].COCCOC.C1C=CC([P]([Pd]([P](C2C=CC=CC=2)(C2C=CC=CC=2)C2C=CC=CC=2)([P](C2C=CC=CC=2)(C2C=CC=CC=2)C2C=CC=CC=2)[P](C2C=CC=CC=2)(C2C=CC=CC=2)C2C=CC=CC=2)(C2C=CC=CC=2)C2C=CC=CC=2)=CC=1. The product is [F:51][C:33]1[CH:32]=[C:31]([C:2]2[CH:3]=[C:4]([NH:10][C:11]3[CH:20]=[CH:19][C:18]4[CH2:17][N:16]([CH:21]5[CH2:24][O:23][CH2:22]5)[CH2:15][CH2:14][C:13]=4[N:12]=3)[C:5](=[O:9])[N:6]([CH3:8])[CH:7]=2)[C:30]([CH2:29][O:28][C:25](=[O:27])[CH3:26])=[C:35]([N:36]2[CH2:47][CH2:46][N:45]3[C:38](=[CH:39][C:40]4[CH2:41][C:42]([CH3:48])([CH3:49])[CH2:43][C:44]=43)[C:37]2=[O:50])[CH:34]=1. The yield is 0.120. (2) The reactants are [Br:1][C:2]1[C:3]([OH:12])=[CH:4][C:5]([OH:11])=[C:6]([CH:10]=1)[C:7]([OH:9])=O.Cl.CN(C)CCCN=C=NCC.C1C=CC2N(O)N=NC=2C=1.[CH2:35]1[C:43]2[C:38](=[CH:39][CH:40]=[CH:41][CH:42]=2)[CH2:37][NH:36]1. The catalyst is CN(C=O)C. The product is [Br:1][C:2]1[C:3]([OH:12])=[CH:4][C:5]([OH:11])=[C:6]([C:7]([N:36]2[CH2:37][C:38]3[C:43](=[CH:42][CH:41]=[CH:40][CH:39]=3)[CH2:35]2)=[O:9])[CH:10]=1. The yield is 0.440.